Task: Binary Classification. Given a miRNA mature sequence and a target amino acid sequence, predict their likelihood of interaction.. Dataset: Experimentally validated miRNA-target interactions with 360,000+ pairs, plus equal number of negative samples The miRNA is hsa-miR-204-5p with sequence UUCCCUUUGUCAUCCUAUGCCU. Result: 1 (interaction). The protein sequence of the target gene is MCSLPMARYYIIKYADQKALYTRDGQLLVGDPVADNCCAEKICILPNRGLARTKVPIFLGIQGGSRCLACVETEEGPSLQLEDVNIEELYKGGEEATRFTFFQSSSGSAFRLEAAAWPGWFLCGPAEPQQPVQLTKESEPSARTKFYFEQSW.